This data is from Forward reaction prediction with 1.9M reactions from USPTO patents (1976-2016). The task is: Predict the product of the given reaction. Given the reactants [N:1]1[CH:6]=[CH:5][C:4]([C:7]2[CH:22]=[CH:21][C:10]([CH2:11][N:12]3[CH:17]=[CH:16][CH:15]=[C:14]([O:18][CH3:19])[C:13]3=O)=[CH:9][CH:8]=2)=[CH:3][CH:2]=1.COC1C=CC(P2(SP(C3C=CC(OC)=CC=3)(=S)S2)=[S:32])=CC=1, predict the reaction product. The product is: [N:1]1[CH:6]=[CH:5][C:4]([C:7]2[CH:22]=[CH:21][C:10]([CH2:11][N:12]3[CH:17]=[CH:16][CH:15]=[C:14]([O:18][CH3:19])[C:13]3=[S:32])=[CH:9][CH:8]=2)=[CH:3][CH:2]=1.